This data is from Reaction yield outcomes from USPTO patents with 853,638 reactions. The task is: Predict the reaction yield, written as a fraction of the theoretical maximum amount of product (1.0 means a 100% yield; for example, 0.34 means a 34% yield). (1) The reactants are [CH3:1][O:2][C:3]1[CH:4]=[C:5]([CH:9]=[CH:10][C:11]=1[N+:12]([O-:14])=[O:13])[C:6]([OH:8])=O.[CH2:15]([NH2:18])[CH2:16]N.S(Cl)(Cl)=[O:20]. The catalyst is CN(C)C=O.CC(C)=O.O. The product is [OH:20][CH2:16][CH2:15][NH:18][C:6](=[O:8])[C:5]1[CH:9]=[CH:10][C:11]([N+:12]([O-:14])=[O:13])=[C:3]([O:2][CH3:1])[CH:4]=1. The yield is 0.460. (2) The reactants are C(OC([NH:8][C@@H:9]([CH3:12])[CH2:10][OH:11])=O)(C)(C)C.O[C:14]1[CH:29]=[CH:28][C:17]([C:18]([O:20][CH2:21][C:22]2[CH:27]=[CH:26][CH:25]=[CH:24][CH:23]=2)=[O:19])=[CH:16][CH:15]=1.C1C=CC(P(C2C=CC=CC=2)C2C=CC=CC=2)=CC=1.CC(OC(/N=N/C(OC(C)C)=O)=O)C. The catalyst is C1COCC1. The product is [NH2:8][C@@H:9]([CH3:12])[CH2:10][O:11][C:14]1[CH:29]=[CH:28][C:17]([C:18]([O:20][CH2:21][C:22]2[CH:27]=[CH:26][CH:25]=[CH:24][CH:23]=2)=[O:19])=[CH:16][CH:15]=1. The yield is 0.600. (3) The reactants are [Br:1][C:2]1[CH:3]=[CH:4][C:5]2[O:14][CH2:13][CH2:12][C:11]3[C:7](=[N:8][NH:9][CH:10]=3)[C:6]=2[CH:15]=1.[CH:16]([N:19]1[CH:23]=[N:22][N:21]=[C:20]1S(C)(=O)=O)([CH3:18])[CH3:17].C(=O)([O-])[O-].[Cs+].[Cs+]. The catalyst is C1COCC1. The product is [Br:1][C:2]1[CH:3]=[CH:4][C:5]2[O:14][CH2:13][CH2:12][C:11]3[C:7](=[N:8][N:9]([C:20]4[N:19]([CH:16]([CH3:18])[CH3:17])[CH:23]=[N:22][N:21]=4)[CH:10]=3)[C:6]=2[CH:15]=1. The yield is 0.430. (4) The reactants are [CH3:1][O:2][C:3]1[CH:8]=[CH:7][C:6]([CH3:9])=[CH:5][C:4]=1[NH:10][C:11]([NH:13][C:14]1[CH:15]=[C:16]2[C:21](=[CH:22][CH:23]=1)[CH2:20][NH:19][CH2:18][CH2:17]2)=[O:12].[Cl:24][C:25]1[CH:30]=[CH:29][CH:28]=[C:27]([CH3:31])[C:26]=1[N:32]=[C:33]=[O:34].CO. The catalyst is O1CCCC1. The yield is 0.910. The product is [Cl:24][C:25]1[CH:30]=[CH:29][CH:28]=[C:27]([CH3:31])[C:26]=1[NH:32][C:33]([N:19]1[CH:18]=[CH:17][C:16]2[C:21](=[CH:22][CH:23]=[C:14]([NH:13][C:11]([NH:10][C:4]3[CH:5]=[C:6]([CH3:9])[CH:7]=[CH:8][C:3]=3[O:2][CH3:1])=[O:12])[CH:15]=2)[CH2:20]1)=[O:34].